The task is: Predict the reaction yield, written as a fraction of the theoretical maximum amount of product (1.0 means a 100% yield; for example, 0.34 means a 34% yield).. This data is from Reaction yield outcomes from USPTO patents with 853,638 reactions. (1) No catalyst specified. The product is [Br:1][C:2]1[CH:3]=[CH:4][C:5]([CH:8]=[O:19])=[N:6][CH:7]=1. The yield is 0.600. The reactants are [Br:1][C:2]1[CH:3]=[CH:4][C:5]([C:8]#N)=[N:6][CH:7]=1.CC(C[AlH]CC(C)C)C.[O:19]1CCCC1. (2) The reactants are FC(F)(F)C(O)=O.[Cl:8][C:9]1[CH:10]=[C:11]([NH:16][C@@H:17]([CH3:47])[C:18]([N:20]([CH2:41][CH:42](OC)OC)[CH2:21][CH2:22][CH2:23][CH2:24][N:25]2[CH2:32][CH2:31][C:28]3([CH2:30][CH2:29]3)[C@H:27]([O:33][Si](CC)(CC)CC)[CH2:26]2)=[O:19])[CH:12]=[CH:13][C:14]=1[Cl:15].C([SiH](CC)CC)C.C(N(CC)CC)C. No catalyst specified. The product is [Cl:8][C:9]1[CH:10]=[C:11]([N:16]2[CH2:42][CH2:41][N:20]([CH2:21][CH2:22][CH2:23][CH2:24][N:25]3[CH2:32][CH2:31][C:28]4([CH2:29][CH2:30]4)[C@H:27]([OH:33])[CH2:26]3)[C:18](=[O:19])[C@@H:17]2[CH3:47])[CH:12]=[CH:13][C:14]=1[Cl:15]. The yield is 0.520. (3) The product is [C:1]([CH2:3][C:4]([NH:19][C@@H:14]1[CH2:8][CH2:7][C@H:12]([C:11]2[C:16]3=[C:24]4[CH:23]=[CH:21][NH:22][C:40]4=[N:39][CH:41]=[C:15]3[NH:17][N:18]=2)[CH2:13]1)=[O:6])#[N:2]. No catalyst specified. The yield is 0.0900. The reactants are [C:1]([CH2:3][C:4]([OH:6])=O)#[N:2].[CH2:7](Cl)[CH2:8]Cl.[CH:11]1[CH:12]=[CH:13][C:14]2[N:19](O)[N:18]=[N:17][C:15]=2[CH:16]=1.[C:21]([CH2:23][C:24](OC1C(F)=C(F)C(F)=C(F)C=1F)=O)#[N:22].C[N:39]([CH:41]=O)[CH3:40]. (4) The yield is 1.00. The catalyst is CO.O. The product is [CH2:7]([N:14]1[CH2:19][CH2:18][CH:17]([NH:20][CH3:21])[CH2:16][CH2:15]1)[C:8]1[CH:9]=[CH:10][CH:11]=[CH:12][CH:13]=1. The reactants are C(=O)([O-])[O-].[K+].[K+].[CH2:7]([N:14]1[CH2:19][CH2:18][CH:17]([N:20](C)[C:21](=O)C(F)(F)F)[CH2:16][CH2:15]1)[C:8]1[CH:13]=[CH:12][CH:11]=[CH:10][CH:9]=1. (5) The reactants are [Cl:1][C:2]1[CH:7]=[CH:6][C:5]([CH2:8][C:9]([OH:11])=[O:10])=[CH:4][CH:3]=1.[CH2:12](O)[CH3:13]. The catalyst is S(=O)(=O)(O)O. The product is [CH2:12]([O:10][C:9](=[O:11])[CH2:8][C:5]1[CH:4]=[CH:3][C:2]([Cl:1])=[CH:7][CH:6]=1)[CH3:13]. The yield is 0.990. (6) The product is [NH2:12][C:13]1[C:18]([N+:19]([O-:21])=[O:20])=[CH:17][CH:16]=[CH:15][C:14]=1[O:22][CH2:3][C:4]([C:6]1[CH:7]=[N:8][CH:9]=[CH:10][CH:11]=1)=[O:5]. The yield is 0.600. The reactants are Br.Br[CH2:3][C:4]([C:6]1[CH:7]=[N:8][CH:9]=[CH:10][CH:11]=1)=[O:5].[NH2:12][C:13]1[C:18]([N+:19]([O-:21])=[O:20])=[CH:17][CH:16]=[CH:15][C:14]=1[OH:22].C(=O)([O-])[O-].[K+].[K+].CC(C)=O. The catalyst is O. (7) The reactants are Cl.Cl.[C:3]([C:7]1[CH:12]=[CH:11][CH:10]=[CH:9][C:8]=1[N:13]1[CH2:18][CH2:17][NH:16][CH2:15][CH2:14]1)([CH3:6])([CH3:5])[CH3:4].[NH:19]1[CH:23]=[C:22]([C:24](O)=[O:25])[N:21]=[CH:20]1.Cl.C(N=C=NCCCN(C)C)C.O.ON1C2C=CC=CC=2N=N1. The catalyst is O.CN(C)C=O.C(N(CC)CC)C. The product is [C:3]([C:7]1[CH:12]=[CH:11][CH:10]=[CH:9][C:8]=1[N:13]1[CH2:18][CH2:17][N:16]([C:24]([C:22]2[N:21]=[CH:20][NH:19][CH:23]=2)=[O:25])[CH2:15][CH2:14]1)([CH3:6])([CH3:4])[CH3:5]. The yield is 0.750.